From a dataset of NCI-60 drug combinations with 297,098 pairs across 59 cell lines. Regression. Given two drug SMILES strings and cell line genomic features, predict the synergy score measuring deviation from expected non-interaction effect. (1) Drug 1: C1=C(C(=O)NC(=O)N1)N(CCCl)CCCl. Drug 2: CC12CCC3C(C1CCC2O)C(CC4=C3C=CC(=C4)O)CCCCCCCCCS(=O)CCCC(C(F)(F)F)(F)F. Cell line: CCRF-CEM. Synergy scores: CSS=56.2, Synergy_ZIP=1.09, Synergy_Bliss=1.30, Synergy_Loewe=1.33, Synergy_HSA=3.31. (2) Drug 1: C1=CC(=CC=C1CCC2=CNC3=C2C(=O)NC(=N3)N)C(=O)NC(CCC(=O)O)C(=O)O. Drug 2: C1CN(CCN1C(=O)CCBr)C(=O)CCBr. Cell line: KM12. Synergy scores: CSS=22.8, Synergy_ZIP=-5.63, Synergy_Bliss=-2.51, Synergy_Loewe=-0.149, Synergy_HSA=0.644. (3) Cell line: IGROV1. Synergy scores: CSS=3.84, Synergy_ZIP=-6.50, Synergy_Bliss=-4.08, Synergy_Loewe=-9.84, Synergy_HSA=-4.84. Drug 1: C1=NC2=C(N1)C(=S)N=CN2. Drug 2: CC12CCC3C(C1CCC2OP(=O)(O)O)CCC4=C3C=CC(=C4)OC(=O)N(CCCl)CCCl.[Na+]. (4) Drug 1: COC1=C(C=C2C(=C1)N=CN=C2NC3=CC(=C(C=C3)F)Cl)OCCCN4CCOCC4. Drug 2: CCCCCOC(=O)NC1=NC(=O)N(C=C1F)C2C(C(C(O2)C)O)O. Cell line: SW-620. Synergy scores: CSS=3.21, Synergy_ZIP=-0.804, Synergy_Bliss=-0.330, Synergy_Loewe=-5.12, Synergy_HSA=-2.89. (5) Drug 1: C1=CC(=CC=C1CCC2=CNC3=C2C(=O)NC(=N3)N)C(=O)NC(CCC(=O)O)C(=O)O. Drug 2: CCC1(CC2CC(C3=C(CCN(C2)C1)C4=CC=CC=C4N3)(C5=C(C=C6C(=C5)C78CCN9C7C(C=CC9)(C(C(C8N6C=O)(C(=O)OC)O)OC(=O)C)CC)OC)C(=O)OC)O.OS(=O)(=O)O. Cell line: HCC-2998. Synergy scores: CSS=49.7, Synergy_ZIP=-2.93, Synergy_Bliss=-0.391, Synergy_Loewe=3.74, Synergy_HSA=4.36. (6) Drug 1: C1=CC(=C2C(=C1NCCNCCO)C(=O)C3=C(C=CC(=C3C2=O)O)O)NCCNCCO. Drug 2: CC=C1C(=O)NC(C(=O)OC2CC(=O)NC(C(=O)NC(CSSCCC=C2)C(=O)N1)C(C)C)C(C)C. Cell line: SW-620. Synergy scores: CSS=58.8, Synergy_ZIP=5.13, Synergy_Bliss=4.33, Synergy_Loewe=6.66, Synergy_HSA=7.72.